Task: Predict the product of the given reaction.. Dataset: Forward reaction prediction with 1.9M reactions from USPTO patents (1976-2016) (1) Given the reactants Cl.Cl.Cl.[O:4]1[C:12]2[CH:11]=[CH:10][N:9]=[C:8]([N:13]3[CH2:18][CH2:17][N:16]([CH2:19][CH2:20][C@H:21]4[CH2:26][CH2:25][C@H:24]([NH2:27])[CH2:23][CH2:22]4)[CH2:15][CH2:14]3)[C:7]=2[CH2:6][CH2:5]1.[CH3:28][N:29]([CH3:33])[C:30](Cl)=[O:31], predict the reaction product. The product is: [O:4]1[C:12]2[CH:11]=[CH:10][N:9]=[C:8]([N:13]3[CH2:18][CH2:17][N:16]([CH2:19][CH2:20][C@H:21]4[CH2:26][CH2:25][C@H:24]([NH:27][C:30](=[O:31])[N:29]([CH3:33])[CH3:28])[CH2:23][CH2:22]4)[CH2:15][CH2:14]3)[C:7]=2[CH2:6][CH2:5]1. (2) Given the reactants [C:1]1([C:7]2[N:8]=[C:9]([C:19]([O:21][CH2:22][CH3:23])=[O:20])N=N[C:12]=2[C:13]2[CH:18]=[CH:17][CH:16]=[CH:15][CH:14]=2)[CH:6]=[CH:5][CH:4]=[CH:3][CH:2]=1.[CH:24](N1CCCC1)=[CH2:25], predict the reaction product. The product is: [C:13]1([C:12]2[CH:24]=[CH:25][C:9]([C:19]([O:21][CH2:22][CH3:23])=[O:20])=[N:8][C:7]=2[C:1]2[CH:6]=[CH:5][CH:4]=[CH:3][CH:2]=2)[CH:18]=[CH:17][CH:16]=[CH:15][CH:14]=1. (3) Given the reactants Cl[C:2]1[CH:3]=[C:4]([CH:16]=[CH:17][N:18]=1)[C:5]([NH:7][CH2:8][CH2:9][CH2:10][N:11]([CH2:14][CH3:15])[CH2:12][CH3:13])=[O:6].[NH2:19][C:20]1[CH:21]=[C:22]([CH:32]=[CH:33][CH:34]=1)[C:23]([NH:25][C:26]1[CH:31]=[CH:30][N:29]=[CH:28][N:27]=1)=[O:24].CC(C1C=C(C(C)C)C(C2C=CC=CC=2P(C2CCCCC2)C2CCCCC2)=C(C(C)C)C=1)C.C([O-])([O-])=O.[K+].[K+], predict the reaction product. The product is: [CH2:12]([N:11]([CH2:14][CH3:15])[CH2:10][CH2:9][CH2:8][NH:7][C:5](=[O:6])[C:4]1[CH:16]=[CH:17][N:18]=[C:2]([NH:19][C:20]2[CH:34]=[CH:33][CH:32]=[C:22]([C:23](=[O:24])[NH:25][C:26]3[CH:31]=[CH:30][N:29]=[CH:28][N:27]=3)[CH:21]=2)[CH:3]=1)[CH3:13]. (4) Given the reactants [C:1]([O:5][C:6]([N:8]1[C:16]2[C:11](=[CH:12][C:13]([O:17][CH2:18][C:19]3[CH:24]=[CH:23][CH:22]=[CH:21][CH:20]=3)=[CH:14][CH:15]=2)[C:10]([C:25]2[N:26]([C:35]([O:37][C:38]([CH3:41])([CH3:40])[CH3:39])=[O:36])[C:27]3[C:32]([CH:33]=2)=[CH:31][C:30]([OH:34])=[CH:29][CH:28]=3)=[N:9]1)=[O:7])([CH3:4])([CH3:3])[CH3:2].C(=O)([O-])[O-].[Cs+].[Cs+].[Br:48][CH:49](Br)[CH3:50], predict the reaction product. The product is: [C:1]([O:5][C:6]([N:8]1[C:16]2[C:11](=[CH:12][C:13]([O:17][CH2:18][C:19]3[CH:20]=[CH:21][CH:22]=[CH:23][CH:24]=3)=[CH:14][CH:15]=2)[C:10]([C:25]2[N:26]([C:35]([O:37][C:38]([CH3:41])([CH3:40])[CH3:39])=[O:36])[C:27]3[C:32]([CH:33]=2)=[CH:31][C:30]([O:34][CH2:50][CH2:49][Br:48])=[CH:29][CH:28]=3)=[N:9]1)=[O:7])([CH3:4])([CH3:3])[CH3:2]. (5) Given the reactants [ClH:1].Cl.[CH3:3][O:4][C:5]1[CH:11]=[CH:10][C:8]([NH2:9])=[CH:7][C:6]=1[N:12]1[CH2:17][CH2:16][N:15]([CH3:18])[CH2:14][CH2:13]1.C(N(CC)CC)C.[F:26][C:27]1[CH:28]=[C:29]2[C:33](=[CH:34][CH:35]=1)[NH:32][CH:31]=[C:30]2[CH:36]1[CH2:41][CH2:40][NH:39][CH2:38][CH2:37]1.C[C:43](C)=[O:44], predict the reaction product. The product is: [ClH:1].[CH3:3][O:4][C:5]1[CH:11]=[CH:10][C:8]([NH:9][C:43]([N:39]2[CH2:40][CH2:41][CH:36]([C:30]3[C:29]4[C:33](=[CH:34][CH:35]=[C:27]([F:26])[CH:28]=4)[NH:32][CH:31]=3)[CH2:37][CH2:38]2)=[O:44])=[CH:7][C:6]=1[N:12]1[CH2:13][CH2:14][N:15]([CH3:18])[CH2:16][CH2:17]1. (6) Given the reactants [CH3:1][N:2]1[CH2:6][CH2:5][NH:4][C:3]1=[O:7].[OH-].[K+].O1CCOCCOCCOCCOCCOCC1.C([O:30][C:31](=[O:44])[C:32]1[CH:37]=[CH:36][C:35]([C:38]([F:41])([F:40])[F:39])=[N:34][C:33]=1[CH2:42]Cl)C, predict the reaction product. The product is: [CH3:1][N:2]1[CH2:6][CH2:5][N:4]([CH2:42][C:33]2[N:34]=[C:35]([C:38]([F:41])([F:39])[F:40])[CH:36]=[CH:37][C:32]=2[C:31]([OH:44])=[O:30])[C:3]1=[O:7]. (7) Given the reactants Br[C:2]1[CH:3]=[C:4]2[C:8](=[CH:9][CH:10]=1)[C:7](=[O:11])[N:6]([CH2:12][C:13]1[CH:18]=[CH:17][C:16]([O:19][C:20]3[CH:25]=[CH:24][CH:23]=[CH:22][CH:21]=3)=[CH:15][CH:14]=1)[CH2:5]2.[CH3:26][N:27]([CH3:31])[CH2:28][C:29]#[CH:30], predict the reaction product. The product is: [CH3:26][N:27]([CH3:31])[CH2:28][C:29]#[C:30][C:2]1[CH:3]=[C:4]2[C:8](=[CH:9][CH:10]=1)[C:7](=[O:11])[N:6]([CH2:12][C:13]1[CH:18]=[CH:17][C:16]([O:19][C:20]3[CH:21]=[CH:22][CH:23]=[CH:24][CH:25]=3)=[CH:15][CH:14]=1)[CH2:5]2. (8) The product is: [C:7]([CH:6]=[C:15]1[CH2:19][N:18]([C:20]([O:22][C:23]([CH3:26])([CH3:25])[CH3:24])=[O:21])[C@H:17]([C:27]([O:29][CH3:30])=[O:28])[CH2:16]1)#[N:8]. Given the reactants CCOP(OCC)([CH2:6][C:7]#[N:8])=O.[H-].[Na+].O=[C:15]1[CH2:19][N:18]([C:20]([O:22][C:23]([CH3:26])([CH3:25])[CH3:24])=[O:21])[C@H:17]([C:27]([O:29][CH3:30])=[O:28])[CH2:16]1.[Cl-].[NH4+], predict the reaction product. (9) Given the reactants [NH2:1][C:2]([C:4]1[CH:8]=[C:7]([C:9]2[C:14]([F:15])=[CH:13][C:12]([C:16]([OH:19])([CH3:18])[CH3:17])=[CH:11][C:10]=2[F:20])[S:6][C:5]=1[NH:21][C:22]1[N:27]=[C:26]([CH2:28][N:29]2[CH:33]=[C:32]([C:34]([O-])=[O:35])[N:31]=[N:30]2)[CH:25]=[CH:24][CH:23]=1)=[O:3].[K+].C1C=CC2N(O)N=[N:44][C:42]=2C=1.C(Cl)CCl.Cl.CN.CCN(C(C)C)C(C)C, predict the reaction product. The product is: [NH2:1][C:2]([C:4]1[CH:8]=[C:7]([C:9]2[C:10]([F:20])=[CH:11][C:12]([C:16]([OH:19])([CH3:17])[CH3:18])=[CH:13][C:14]=2[F:15])[S:6][C:5]=1[NH:21][C:22]1[N:27]=[C:26]([CH2:28][N:29]2[CH:33]=[C:32]([C:34]([NH:44][CH3:42])=[O:35])[N:31]=[N:30]2)[CH:25]=[CH:24][CH:23]=1)=[O:3]. (10) The product is: [N:34]1([C:9]([NH:11][C@H:12]([C:17]([NH:19][C@H:20]([CH2:25][OH:26])[CH2:21][CH2:22][CH2:23][CH3:24])=[O:18])[CH2:13][CH:14]([CH3:15])[CH3:16])=[O:10])[CH2:39][CH2:38][O:37][CH2:36][CH2:35]1. Given the reactants C1(CO[C:9]([NH:11][C@H:12]([C:17]([NH:19][C@H:20]([CH2:25][OH:26])[CH2:21][CH2:22][CH2:23][CH3:24])=[O:18])[CH2:13][CH:14]([CH3:16])[CH3:15])=[O:10])C=CC=CC=1.C(N(CC)CC)C.[N:34]1(C(Cl)=O)[CH2:39][CH2:38][O:37][CH2:36][CH2:35]1, predict the reaction product.